Dataset: Forward reaction prediction with 1.9M reactions from USPTO patents (1976-2016). Task: Predict the product of the given reaction. (1) Given the reactants [F:1][C:2]([C@:6]1([NH:18][C:19]#[N:20])[C:14]2[C:9](=[CH:10][CH:11]=[C:12]([N+:15]([O-:17])=[O:16])[CH:13]=2)[CH2:8][CH2:7]1)([F:5])[CH2:3][OH:4].[OH-].[NH4+], predict the reaction product. The product is: [F:1][C:2]1([F:5])[CH2:3][O:4][C:19]([NH2:20])=[N:18][C@@:6]21[C:14]1[C:9](=[CH:10][CH:11]=[C:12]([N+:15]([O-:17])=[O:16])[CH:13]=1)[CH2:8][CH2:7]2. (2) Given the reactants [F:1][C:2]([F:31])([F:30])[C:3]1[CH:8]=[CH:7][C:6]([C:9]2[C:10](=[O:29])[O:11][C:12]3[C:17]([C:18]=2[CH2:19][C:20]2[CH:25]=[CH:24][C:23]([OH:26])=[CH:22][CH:21]=2)=[CH:16][CH:15]=[C:14]([O:27][CH3:28])[CH:13]=3)=[CH:5][CH:4]=1.Cl.Cl[CH2:34][CH2:35][N:36]1[CH2:40][CH2:39][CH2:38][CH2:37]1.C([O-])([O-])=O.[K+].[K+].C(Cl)Cl, predict the reaction product. The product is: [F:31][C:2]([F:30])([F:1])[C:3]1[CH:4]=[CH:5][C:6]([C:9]2[C:10](=[O:29])[O:11][C:12]3[C:17]([C:18]=2[CH2:19][C:20]2[CH:25]=[CH:24][C:23]([O:26][CH2:34][CH2:35][N:36]4[CH2:40][CH2:39][CH2:38][CH2:37]4)=[CH:22][CH:21]=2)=[CH:16][CH:15]=[C:14]([O:27][CH3:28])[CH:13]=3)=[CH:7][CH:8]=1. (3) The product is: [Cl:1][C:2]1[N:7]=[C:6]([C:8]2[C:9]([C:18]3[CH:19]=[C:20]([NH:21][C:58](=[O:59])[C:57]4[C:56]([F:55])=[CH:64][CH:63]=[CH:62][C:61]=4[F:65])[CH:22]=[CH:23][CH:24]=3)=[N:10][N:11]3[CH:16]=[C:15]([F:17])[CH:14]=[CH:13][C:12]=23)[CH:5]=[CH:4][N:3]=1. Given the reactants [Cl:1][C:2]1[N:7]=[C:6]([C:8]2[C:9]([C:18]3[CH:19]=[C:20]([CH:22]=[CH:23][CH:24]=3)[NH2:21])=[N:10][N:11]3[CH:16]=[C:15]([F:17])[CH:14]=[CH:13][C:12]=23)[CH:5]=[CH:4][N:3]=1.ClC1N=C(C2C(C3C=C(NC(=O)C(F)(F)F)C=CC=3)=NN3C=CC=C(F)C=23)C=CN=1.[F:55][C:56]1[CH:64]=[CH:63][CH:62]=[C:61]([F:65])[C:57]=1[C:58](Cl)=[O:59].C([O-])(O)=O.[Na+], predict the reaction product.